This data is from Catalyst prediction with 721,799 reactions and 888 catalyst types from USPTO. The task is: Predict which catalyst facilitates the given reaction. (1) Reactant: F[C:2]1[CH:3]=[CH:4][C:5]([N+:9]([O-:11])=[O:10])=[C:6]([CH:8]=1)[NH2:7].[CH3:12][N:13]([CH3:19])[C@H:14]1[CH2:18][CH2:17][NH:16][CH2:15]1. Product: [NH2:7][C:6]1[CH:8]=[C:2]([N:16]2[CH2:17][CH2:18][C@H:14]([N:13]([CH3:19])[CH3:12])[CH2:15]2)[CH:3]=[CH:4][C:5]=1[N+:9]([O-:11])=[O:10]. The catalyst class is: 4. (2) Reactant: [Cl:1][C:2]1[C:10]2[NH:9][N:8]=[CH:7][C:6]=2[C:5]2[CH2:11][N:12](CC3C=CC(OC)=CC=3)[C:13](=[O:27])[CH:14]([NH:16]C(=O)OCC3C=CC=CC=3)[CH2:15][C:4]=2[CH:3]=1.[CH3:37][S:38]([O:41]CCCC[O:41][S:38]([CH3:37])(=[O:40])=[O:39])(=[O:40])=[O:39].C(OCC)C. Product: [CH3:37][S:38]([OH:41])(=[O:40])=[O:39].[NH2:16][CH:14]1[C:13](=[O:27])[NH:12][CH2:11][C:5]2[C:6]3[CH:7]=[N:8][NH:9][C:10]=3[C:2]([Cl:1])=[CH:3][C:4]=2[CH2:15]1. The catalyst class is: 55. (3) Reactant: [Cl:1][C:2]1[CH:3]=[C:4]([CH:11]=[C:12]([Cl:14])[N:13]=1)[C:5](N(OC)C)=[O:6].[CH3:15][Mg]Cl.[Cl-].[Na+]. Product: [Cl:1][C:2]1[CH:3]=[C:4]([C:5](=[O:6])[CH3:15])[CH:11]=[C:12]([Cl:14])[N:13]=1. The catalyst class is: 7. (4) Reactant: [O:1]1[C:5]2[C:6]([C:10]3[C:11](=[O:36])[NH:12][C:13](=[O:35])[C:14]=3[C:15]3[C:23]4[C:18](=[CH:19][CH:20]=[CH:21][C:22]=4F)[N:17]([CH:25]4[CH2:34][CH2:33][C:28]5(OCC[O:29]5)[CH2:27][CH2:26]4)[CH:16]=3)=[CH:7][CH:8]=[CH:9][C:4]=2[CH:3]=[CH:2]1.Cl. Product: [O:1]1[C:5]2[C:6]([C:10]3[C:11](=[O:36])[NH:12][C:13](=[O:35])[C:14]=3[C:15]3[C:23]4[C:18](=[CH:19][CH:20]=[CH:21][CH:22]=4)[N:17]([CH:25]4[CH2:34][CH2:33][C:28](=[O:29])[CH2:27][CH2:26]4)[CH:16]=3)=[CH:7][CH:8]=[CH:9][C:4]=2[CH:3]=[CH:2]1. The catalyst class is: 7. (5) Reactant: [OH:1][C:2]1[CH:3]=[C:4]([CH:9]=[CH:10][C:11]=1[O:12][CH3:13])[C:5]([O:7][CH3:8])=[O:6].Cl[C:15]([CH3:19])([CH3:18])[C:16]#[CH:17].C(=O)([O-])[O-].[Cs+].[Cs+].CN(C=O)C. Product: [CH3:18][C:15]([CH3:19])([O:1][C:2]1[CH:3]=[C:4]([CH:9]=[CH:10][C:11]=1[O:12][CH3:13])[C:5]([O:7][CH3:8])=[O:6])[C:16]#[CH:17]. The catalyst class is: 6. (6) Reactant: [CH3:1][CH2:2][CH2:3][CH2:4][CH2:5][CH2:6][CH2:7][CH:8]([OH:20])[CH:9]([OH:19])[CH2:10][C:11]#[C:12][C:13]#[C:14][CH:15]([OH:18])[CH:16]=[CH2:17].CO[C:23](OC)([CH3:25])[CH3:24].[CH3:28][C:29]1C=CC(S(O)(=O)=O)=[CH:33][CH:34]=1.O. The catalyst class is: 1. Product: [CH2:7]([C@H:8]1[O:20][C:23]([CH3:25])([CH3:24])[O:19][C@@H:9]1[CH2:10][C:11]#[C:12][C:13]#[C:14][C@@H:15]([C:16]1[CH:33]=[CH:34][CH:29]=[CH:28][CH:17]=1)[OH:18])[CH2:6][CH2:5][CH2:4][CH2:3][CH2:2][CH3:1].